The task is: Predict the reactants needed to synthesize the given product.. This data is from Full USPTO retrosynthesis dataset with 1.9M reactions from patents (1976-2016). (1) Given the product [CH3:13][O:14][S:15]([O-:18])(=[O:17])=[O:16].[CH3:13][N+:3]1[C:4]2[C:9](=[CH:8][C:7]([CH3:12])=[CH:6][CH:5]=2)[CH:10]=[CH:11][C:2]=1[CH3:1], predict the reactants needed to synthesize it. The reactants are: [CH3:1][C:2]1[CH:11]=[CH:10][C:9]2[C:4](=[CH:5][CH:6]=[C:7]([CH3:12])[CH:8]=2)[N:3]=1.[CH3:13][O:14][S:15]([O:18]C)(=[O:17])=[O:16]. (2) Given the product [Cl:13][C:14]1[C:23]([Cl:24])=[CH:22][C:17]([C:18]([O:20][CH3:21])=[O:19])=[C:16]([C:25]2[N:26]=[C:27]([O:34][S:9]([CH3:8])(=[O:11])=[O:10])[C:28]3[S:33][CH:32]=[CH:31][C:29]=3[N:30]=2)[CH:15]=1, predict the reactants needed to synthesize it. The reactants are: C(N(CC)CC)C.[CH3:8][S:9](Cl)(=[O:11])=[O:10].[Cl:13][C:14]1[C:23]([Cl:24])=[CH:22][C:17]([C:18]([O:20][CH3:21])=[O:19])=[C:16]([C:25]2[NH:26][C:27](=[O:34])[C:28]3[S:33][CH:32]=[CH:31][C:29]=3[N:30]=2)[CH:15]=1. (3) Given the product [O:1]1[C:5]([NH:6][C:7]([N:29]2[CH2:30][CH2:31][N:26]([C:24]3[S:23][N:22]=[C:21]([C:15]4[CH:20]=[CH:19][CH:18]=[CH:17][CH:16]=4)[N:25]=3)[CH2:27][CH2:28]2)=[O:14])=[CH:4][CH:3]=[N:2]1, predict the reactants needed to synthesize it. The reactants are: [O:1]1[C:5]([NH:6][C:7](=[O:14])OCC(Cl)(Cl)Cl)=[CH:4][CH:3]=[N:2]1.[C:15]1([C:21]2[N:25]=[C:24]([N:26]3[CH2:31][CH2:30][NH:29][CH2:28][CH2:27]3)[S:23][N:22]=2)[CH:20]=[CH:19][CH:18]=[CH:17][CH:16]=1.C(N(C(C)C)CC)(C)C.CS(C)=O. (4) Given the product [S:21]1[C:29]2[CH2:28][CH2:27][N:26]([CH2:3][C@@H:2]([OH:1])[CH2:4][O:5][C:6]3[CH:11]=[CH:10][CH:9]=[C:8]([C:12]4[C:20]5[C:15](=[N:16][CH:17]=[CH:18][CH:19]=5)[O:14][N:13]=4)[CH:7]=3)[CH2:25][C:24]=2[CH:23]=[CH:22]1, predict the reactants needed to synthesize it. The reactants are: [O:1]1[CH2:3][C@@H:2]1[CH2:4][O:5][C:6]1[CH:7]=[C:8]([C:12]2[C:20]3[C:15](=[N:16][CH:17]=[CH:18][CH:19]=3)[O:14][N:13]=2)[CH:9]=[CH:10][CH:11]=1.[S:21]1[C:29]2[CH2:28][CH2:27][NH:26][CH2:25][C:24]=2[CH:23]=[CH:22]1. (5) Given the product [Br:13][C:14]1[CH:22]=[CH:21][C:17]2[S:18][C:19]([Si:24]([CH3:26])([CH3:25])[CH3:23])=[CH:20][C:16]=2[CH:15]=1, predict the reactants needed to synthesize it. The reactants are: C(NC(C)C)(C)C.C([Li])CCC.[Br:13][C:14]1[CH:22]=[CH:21][C:17]2[S:18][CH:19]=[CH:20][C:16]=2[CH:15]=1.[CH3:23][Si:24](Cl)([CH3:26])[CH3:25].[NH4+].[Cl-].